This data is from Full USPTO retrosynthesis dataset with 1.9M reactions from patents (1976-2016). The task is: Predict the reactants needed to synthesize the given product. (1) Given the product [CH2:13]([O:15][C:16]([C:18]1[NH:19][C:20]2[C:25]([CH:26]=1)=[C:24]([O:27][CH2:47][CH:48]([CH3:50])[CH3:49])[CH:23]=[CH:22][CH:21]=2)=[O:17])[CH3:14], predict the reactants needed to synthesize it. The reactants are: CCOC(/N=N/C(OCC)=O)=O.[CH2:13]([O:15][C:16]([C:18]1[NH:19][C:20]2[C:25]([CH:26]=1)=[C:24]([OH:27])[CH:23]=[CH:22][CH:21]=2)=[O:17])[CH3:14].C1(P(C2C=CC=CC=2)C2C=CC=CC=2)C=CC=CC=1.[CH2:47](O)[CH:48]([CH3:50])[CH3:49]. (2) Given the product [CH:18]([C:15]1[CH:16]=[CH:17][C:12]2[N:13]([CH:20]=[C:10]([C:8]([NH:7][C:1]3[CH:6]=[CH:5][CH:4]=[CH:3][CH:2]=3)=[O:9])[N:11]=2)[CH:14]=1)=[O:22], predict the reactants needed to synthesize it. The reactants are: [C:1]1([NH:7][C:8]([C:10]2[N:11]=[C:12]3[CH:17]=[CH:16][C:15]([CH:18]=C)=[CH:14][N:13]3[CH:20]=2)=[O:9])[CH:6]=[CH:5][CH:4]=[CH:3][CH:2]=1.I([O-])(=O)(=O)=[O:22].[Na+].C(O)(C)(C)C.O. (3) Given the product [F:11][CH2:15][C:16]1[N:21]=[CH:20][N:19]=[C:18]([C:22]([N:24]([O:26][CH3:27])[CH3:25])=[O:23])[CH:17]=1, predict the reactants needed to synthesize it. The reactants are: COCCN(S(F)(F)[F:11])CCOC.O[CH2:15][C:16]1[N:21]=[CH:20][N:19]=[C:18]([C:22]([N:24]([O:26][CH3:27])[CH3:25])=[O:23])[CH:17]=1.C(=O)([O-])O.[Na+]. (4) Given the product [CH:28]1[N:1]2[C:10]3[C:5]([NH:4][CH2:3][C:2]2=[C:29]([C:30]([O:32][CH2:33][CH3:34])=[O:31])[N:27]=1)=[CH:6][CH:7]=[CH:8][CH:9]=3, predict the reactants needed to synthesize it. The reactants are: [NH:1]1[C:10]2[C:5](=[CH:6][CH:7]=[CH:8][CH:9]=2)[NH:4][CH2:3][C:2]1=O.CC(C)([O-])C.[K+].P(Cl)(OCC)(OCC)=O.[N+:27]([CH2:29][C:30]([O:32][CH2:33][CH3:34])=[O:31])#[C-:28].[Cl-].[NH4+]. (5) Given the product [CH3:11][O:12][C:13]1[CH:14]=[CH:15][C:16]([NH:19][CH2:7][C:6]2[CH:9]=[CH:10][C:3]([O:2][CH3:1])=[CH:4][CH:5]=2)=[N:17][CH:18]=1, predict the reactants needed to synthesize it. The reactants are: [CH3:1][O:2][C:3]1[CH:10]=[CH:9][C:6]([CH:7]=O)=[CH:5][CH:4]=1.[CH3:11][O:12][C:13]1[CH:14]=[CH:15][C:16]([NH2:19])=[N:17][CH:18]=1.COC1C=CC(CNC2CCC2)=CC=1.